The task is: Predict the product of the given reaction.. This data is from Forward reaction prediction with 1.9M reactions from USPTO patents (1976-2016). (1) Given the reactants [NH2:1][C:2]1[CH:10]=[C:9]([C:11]([F:14])([F:13])[F:12])[CH:8]=[CH:7][C:3]=1[C:4]([OH:6])=O.[CH3:15][CH:16]([CH3:32])[CH2:17][NH:18][CH:19]1[CH2:24][CH2:23][CH2:22][N:21]([C:25]([O:27][C:28]([CH3:31])([CH3:30])[CH3:29])=[O:26])[CH2:20]1.P(C#N)(=O)(OCC)OCC.O, predict the reaction product. The product is: [NH2:1][C:2]1[CH:10]=[C:9]([C:11]([F:14])([F:13])[F:12])[CH:8]=[CH:7][C:3]=1[C:4]([N:18]([CH2:17][CH:16]([CH3:32])[CH3:15])[CH:19]1[CH2:24][CH2:23][CH2:22][N:21]([C:25]([O:27][C:28]([CH3:29])([CH3:30])[CH3:31])=[O:26])[CH2:20]1)=[O:6]. (2) Given the reactants [CH:1]([CH:4]1[CH2:9][CH2:8][C:7](=[O:10])[CH2:6][CH2:5]1)([CH3:3])[CH3:2].[Li+].CC([N-]C(C)C)C.[F:19][C:20]([F:39])([F:38])[S:21](N(C1C=CC=CN=1)[S:21]([C:20]([F:39])([F:38])[F:19])(=[O:23])=[O:22])(=[O:23])=[O:22], predict the reaction product. The product is: [F:19][C:20]([F:39])([F:38])[S:21]([O:10][C:7]1[CH2:8][CH2:9][CH:4]([CH:1]([CH3:3])[CH3:2])[CH2:5][CH:6]=1)(=[O:23])=[O:22].